This data is from NCI-60 drug combinations with 297,098 pairs across 59 cell lines. The task is: Regression. Given two drug SMILES strings and cell line genomic features, predict the synergy score measuring deviation from expected non-interaction effect. (1) Drug 1: C1=CC=C(C=C1)NC(=O)CCCCCCC(=O)NO. Drug 2: C1C(C(OC1N2C=NC(=NC2=O)N)CO)O. Cell line: OVCAR3. Synergy scores: CSS=7.76, Synergy_ZIP=-2.92, Synergy_Bliss=-2.78, Synergy_Loewe=-17.2, Synergy_HSA=-16.8. (2) Drug 1: CCN(CC)CCNC(=O)C1=C(NC(=C1C)C=C2C3=C(C=CC(=C3)F)NC2=O)C. Drug 2: COC1=C2C(=CC3=C1OC=C3)C=CC(=O)O2. Cell line: SF-539. Synergy scores: CSS=13.1, Synergy_ZIP=-6.60, Synergy_Bliss=-7.15, Synergy_Loewe=-19.2, Synergy_HSA=-4.33. (3) Drug 1: C1=CC(=CC=C1CC(C(=O)O)N)N(CCCl)CCCl.Cl. Drug 2: C1=NC2=C(N=C(N=C2N1C3C(C(C(O3)CO)O)O)F)N. Cell line: K-562. Synergy scores: CSS=14.2, Synergy_ZIP=-2.39, Synergy_Bliss=-2.63, Synergy_Loewe=-6.70, Synergy_HSA=-6.65.